This data is from Reaction yield outcomes from USPTO patents with 853,638 reactions. The task is: Predict the reaction yield, written as a fraction of the theoretical maximum amount of product (1.0 means a 100% yield; for example, 0.34 means a 34% yield). (1) The reactants are [CH2:1]([C:3]1[CH:8]=[CH:7][CH:6]=[CH:5][C:4]=1[OH:9])[CH3:2].C(=O)([O-])[O-].[K+].[K+].[CH2:16]([O:18][C:19](=[O:22])[CH2:20]Br)[CH3:17]. The catalyst is CN(C=O)C. The product is [CH2:1]([C:3]1[CH:8]=[CH:7][CH:6]=[CH:5][C:4]=1[O:9][CH2:20][C:19]([O:18][CH2:16][CH3:17])=[O:22])[CH3:2]. The yield is 0.820. (2) The reactants are [CH3:1][O:2][C:3]1[N:4]=[C:5]2[C:10](=[CH:11][CH:12]=1)[N:9]=[CH:8][CH:7]=[C:6]2[N:13]1[CH2:17][CH2:16][CH:15]([N:18](C)[C:19](=O)C)[CH2:14]1. The catalyst is Cl. The product is [CH3:1][O:2][C:3]1[N:4]=[C:5]2[C:10](=[CH:11][CH:12]=1)[N:9]=[CH:8][CH:7]=[C:6]2[N:13]1[CH2:17][CH2:16][CH:15]([NH:18][CH3:19])[CH2:14]1. The yield is 0.850. (3) The reactants are Br[C:2]1[CH:3]=[C:4]([C:16]([NH:18][CH2:19][C:20]2[C:21](=[O:28])[NH:22][C:23]([CH3:27])=[CH:24][C:25]=2[CH3:26])=[O:17])[C:5]2[CH:6]=[N:7][N:8]([CH:11]3[CH2:15][CH2:14][CH2:13][CH2:12]3)[C:9]=2[CH:10]=1.[CH3:29][C:30]1([CH3:47])[CH2:35][C:34](B2OC(C)(C)C(C)(C)O2)=[CH:33][C:32]([CH3:46])([CH3:45])[NH:31]1.C([O-])([O-])=O.[Na+].[Na+]. The catalyst is O1CCOCC1.C1C=CC([P]([Pd]([P](C2C=CC=CC=2)(C2C=CC=CC=2)C2C=CC=CC=2)([P](C2C=CC=CC=2)(C2C=CC=CC=2)C2C=CC=CC=2)[P](C2C=CC=CC=2)(C2C=CC=CC=2)C2C=CC=CC=2)(C2C=CC=CC=2)C2C=CC=CC=2)=CC=1. The product is [CH:11]1([N:8]2[C:9]3[CH:10]=[C:2]([C:34]4[CH2:33][C:32]([CH3:46])([CH3:45])[NH:31][C:30]([CH3:47])([CH3:29])[CH:35]=4)[CH:3]=[C:4]([C:16]([NH:18][CH2:19][C:20]4[C:21](=[O:28])[NH:22][C:23]([CH3:27])=[CH:24][C:25]=4[CH3:26])=[O:17])[C:5]=3[CH:6]=[N:7]2)[CH2:15][CH2:14][CH2:13][CH2:12]1. The yield is 0.776. (4) The reactants are [Cl:1][C:2]1[N:7]=[C:6]([CH:8]([CH:10]2[CH2:12][CH2:11]2)O)[CH:5]=[CH:4][N:3]=1.C(N(S(F)(F)[F:19])CC)C. The catalyst is ClCCl. The product is [Cl:1][C:2]1[N:7]=[C:6]([CH:8]([CH:10]2[CH2:12][CH2:11]2)[F:19])[CH:5]=[CH:4][N:3]=1. The yield is 0.260. (5) The reactants are [CH3:1][O:2][C:3](=[O:47])[C:4]1[CH:9]=[CH:8][C:7]([O:10][CH2:11][CH2:12][C:13]2[C:21]3[C:16](=[CH:17][CH:18]=[C:19]([Cl:22])[CH:20]=3)[N:15]([CH:23]([C:30]3[CH:35]=[CH:34][CH:33]=[CH:32][CH:31]=3)[C:24]3[CH:29]=[CH:28][CH:27]=[CH:26][CH:25]=3)[C:14]=2[CH2:36][CH2:37]OS(C)(=O)=O)=[CH:6][C:5]=1[O:43][CH:44]([CH3:46])[CH3:45].[N-:48]=[N+:49]=[N-:50].[Na+].O. The catalyst is CN(C=O)C. The product is [CH3:1][O:2][C:3](=[O:47])[C:4]1[CH:9]=[CH:8][C:7]([O:10][CH2:11][CH2:12][C:13]2[C:21]3[C:16](=[CH:17][CH:18]=[C:19]([Cl:22])[CH:20]=3)[N:15]([CH:23]([C:30]3[CH:31]=[CH:32][CH:33]=[CH:34][CH:35]=3)[C:24]3[CH:25]=[CH:26][CH:27]=[CH:28][CH:29]=3)[C:14]=2[CH2:36][CH2:37][N:48]=[N+:49]=[N-:50])=[CH:6][C:5]=1[O:43][CH:44]([CH3:46])[CH3:45]. The yield is 0.940. (6) The reactants are C(O[CH:4]=[C:5]([C:11]#[N:12])[C:6]([O:8][CH2:9][CH3:10])=[O:7])C.[NH:13]([C:15]1[CH:20]=[CH:19][CH:18]=[CH:17][N:16]=1)[NH2:14]. The catalyst is C(O)C. The product is [NH2:12][C:11]1[N:13]([C:15]2[CH:20]=[CH:19][CH:18]=[CH:17][N:16]=2)[N:14]=[CH:4][C:5]=1[C:6]([O:8][CH2:9][CH3:10])=[O:7]. The yield is 0.730. (7) The reactants are [CH2:1]1[C:5]2([CH2:10][CH2:9][O:8][CH2:7][CH2:6]2)[CH2:4][C@@H:3]([C:11]([O:13]CC)=[O:12])[N:2]1[C:16]([O:18][CH2:19][C:20]1[CH:25]=[CH:24][CH:23]=[CH:22][CH:21]=1)=[O:17].O.[OH-].[Li+].Cl. The catalyst is C1COCC1.O.CO. The product is [C:20]1([CH2:19][O:18][C:16]([N:2]2[C@H:3]([C:11]([OH:13])=[O:12])[CH2:4][C:5]3([CH2:10][CH2:9][O:8][CH2:7][CH2:6]3)[CH2:1]2)=[O:17])[CH:25]=[CH:24][CH:23]=[CH:22][CH:21]=1. The yield is 1.00. (8) The reactants are [CH:1]1([C:4]2[N:8]([C:9]([O:11][C:12]([CH3:15])([CH3:14])[CH3:13])=[O:10])[C:7]3[CH:16]=[C:17]([C:27]4[C:28]([CH3:33])=[N:29][O:30][C:31]=4[CH3:32])[CH:18]=[C:19]([C:20]([CH:22]4[O:26][CH2:25][CH2:24][O:23]4)=[O:21])[C:6]=3[N:5]=2)[CH2:3][CH2:2]1.[CH3:34][C:35]1[N:40]=[C:39]([Mg]Br)[CH:38]=[CH:37][CH:36]=1. The catalyst is C1COCC1. The product is [O:23]1[CH2:24][CH2:25][O:26][CH:22]1[C:20]([OH:21])([C:36]1[C:35]([CH3:34])=[N:40][CH:39]=[CH:38][CH:37]=1)[C:19]1[C:6]2[N:5]=[C:4]([CH:1]3[CH2:3][CH2:2]3)[N:8]([C:9]([O:11][C:12]([CH3:13])([CH3:14])[CH3:15])=[O:10])[C:7]=2[CH:16]=[C:17]([C:27]2[C:28]([CH3:33])=[N:29][O:30][C:31]=2[CH3:32])[CH:18]=1. The yield is 0.340.